Dataset: Reaction yield outcomes from USPTO patents with 853,638 reactions. Task: Predict the reaction yield, written as a fraction of the theoretical maximum amount of product (1.0 means a 100% yield; for example, 0.34 means a 34% yield). (1) The reactants are F[C:2](F)(F)[CH:3]([N:7]1[CH:11]=[C:10]([C:12]2[C:13]3[CH:20]=[CH:19][N:18]([CH2:21][O:22][CH2:23][CH2:24][Si:25]([CH3:28])([CH3:27])[CH3:26])[C:14]=3[N:15]=[CH:16][N:17]=2)[CH:9]=[N:8]1)[CH2:4][C:5]#[N:6].[CH:31](O)(C)[CH3:32]. No catalyst specified. The product is [CH:2]1([C@H:3]([N:7]2[CH:11]=[C:10]([C:12]3[C:13]4[CH:20]=[CH:19][N:18]([CH2:21][O:22][CH2:23][CH2:24][Si:25]([CH3:28])([CH3:27])[CH3:26])[C:14]=4[N:15]=[CH:16][N:17]=3)[CH:9]=[N:8]2)[CH2:4][C:5]#[N:6])[CH2:32][CH2:31]1. The yield is 0.940. (2) The reactants are Br[C:2]1[CH:7]=[CH:6][C:5]([OH:8])=[C:4]([F:9])[CH:3]=1.C([Li])CCC.Cl[Si:16]([CH3:19])([CH3:18])[CH3:17].Cl.[F-].C([N+](CCCC)(CCCC)CCCC)CCC. The catalyst is C1COCC1.O. The product is [F:9][C:4]1[CH:3]=[C:2]([Si:16]([CH3:19])([CH3:18])[CH3:17])[CH:7]=[CH:6][C:5]=1[OH:8]. The yield is 1.00. (3) The reactants are [CH2:1]([C@H:8]([NH:16][C:17]([C:19]1[NH:23][C:22]2[S:24][C:25]([C:27]#[C:28][Si](C)(C)C)=[CH:26][C:21]=2[CH:20]=1)=[O:18])[C:9]([N:11]1[CH2:14][CH:13]([OH:15])[CH2:12]1)=[O:10])[C:2]1[CH:7]=[CH:6][CH:5]=[CH:4][CH:3]=1.[OH-].[K+]. The catalyst is CO. The product is [CH2:1]([C@H:8]([NH:16][C:17]([C:19]1[NH:23][C:22]2[S:24][C:25]([C:27]#[CH:28])=[CH:26][C:21]=2[CH:20]=1)=[O:18])[C:9]([N:11]1[CH2:14][CH:13]([OH:15])[CH2:12]1)=[O:10])[C:2]1[CH:3]=[CH:4][CH:5]=[CH:6][CH:7]=1. The yield is 0.770. (4) The reactants are [CH3:1][O:2][C:3]1[CH:8]=[CH:7][CH:6]=[CH:5][C:4]=1[C:9]1[C:17]2[C:12](=[N:13][CH:14]=[C:15](B3OC(C)(C)C(C)(C)O3)[CH:16]=2)[N:11]([S:27]([C:30]2[CH:35]=[CH:34][C:33]([CH3:36])=[CH:32][CH:31]=2)(=[O:29])=[O:28])[CH:10]=1.Br[C:38]1[CH:39]=[CH:40][C:41]([NH:49][C:50]2[CH:51]=[N:52][CH:53]=[N:54][CH:55]=2)=[C:42]([CH:48]=1)[C:43]([N:45]([CH3:47])[CH3:46])=[O:44].C(#N)C.C(=O)(O)[O-].[Na+]. The catalyst is C1C=CC([PH+]([C]2[CH][CH][CH][CH]2)C2C=CC=CC=2)=CC=1.C1C=CC([PH+]([C]2[CH][CH][CH][CH]2)C2C=CC=CC=2)=CC=1.C(Cl)Cl.Cl[Pd]Cl.[Fe].O1CCCC1. The product is [CH3:1][O:2][C:3]1[CH:8]=[CH:7][CH:6]=[CH:5][C:4]=1[C:9]1[C:17]2[C:12](=[N:13][CH:14]=[C:15]([C:38]3[CH:39]=[CH:40][C:41]([NH:49][C:50]4[CH:51]=[N:52][CH:53]=[N:54][CH:55]=4)=[C:42]([CH:48]=3)[C:43]([N:45]([CH3:47])[CH3:46])=[O:44])[CH:16]=2)[N:11]([S:27]([C:30]2[CH:31]=[CH:32][C:33]([CH3:36])=[CH:34][CH:35]=2)(=[O:29])=[O:28])[CH:10]=1. The yield is 0.500. (5) The reactants are [CH3:1][S:2][C:3]1[CH:18]=[CH:17][C:6]([O:7][C:8]2[CH:13]=[CH:12][C:11]([N+:14]([O-:16])=[O:15])=[CH:10][CH:9]=2)=[CH:5][CH:4]=1.C1C=C(Cl)C=C(C(OO)=[O:27])C=1.[OH-:30].[Na+]. The catalyst is ClCCl. The product is [CH3:1][S:2]([C:3]1[CH:18]=[CH:17][C:6]([O:7][C:8]2[CH:13]=[CH:12][C:11]([N+:14]([O-:16])=[O:15])=[CH:10][CH:9]=2)=[CH:5][CH:4]=1)(=[O:27])=[O:30]. The yield is 1.00. (6) The reactants are [C:1]([O:5][C:6]([N:8]1[CH2:13][CH2:12][C:11](O)([C:14]2[CH:22]=[CH:21][CH:20]=[C:19]3[C:15]=2[CH:16]=[CH:17][NH:18]3)[CH2:10][CH2:9]1)=[O:7])([CH3:4])([CH3:3])[CH3:2].P(Cl)(Cl)(Cl)=O. The catalyst is N1C=CC=CC=1. The product is [C:1]([O:5][C:6]([N:8]1[CH2:9][CH:10]=[C:11]([C:14]2[CH:22]=[CH:21][CH:20]=[C:19]3[C:15]=2[CH:16]=[CH:17][NH:18]3)[CH2:12][CH2:13]1)=[O:7])([CH3:4])([CH3:2])[CH3:3]. The yield is 0.710.